From a dataset of Forward reaction prediction with 1.9M reactions from USPTO patents (1976-2016). Predict the product of the given reaction. (1) Given the reactants [F:1][C:2]1[CH:3]=[CH:4][C:5]([O:12][CH2:13][C:14]#[C:15][C:16]2[CH:21]=[CH:20][C:19]([C:22]([F:25])([F:24])[F:23])=[CH:18][CH:17]=2)=[C:6]([CH:11]=1)[C:7]([O:9]C)=[O:8].[OH-].[Li+], predict the reaction product. The product is: [F:1][C:2]1[CH:3]=[CH:4][C:5]([O:12][CH2:13][C:14]#[C:15][C:16]2[CH:17]=[CH:18][C:19]([C:22]([F:23])([F:24])[F:25])=[CH:20][CH:21]=2)=[C:6]([CH:11]=1)[C:7]([OH:9])=[O:8]. (2) Given the reactants [O:1]1[CH:5]=[CH:4][C:3]([C:6]2[N:11]3[N:12]=[C:13]([NH2:15])[N:14]=[C:10]3[CH:9]=[CH:8][CH:7]=2)=[CH:2]1.[F:16][C:17]([F:28])([F:27])[C:18]1[CH:26]=[CH:25][C:21]([C:22](Cl)=[O:23])=[CH:20][CH:19]=1, predict the reaction product. The product is: [O:1]1[CH:5]=[CH:4][C:3]([C:6]2[N:11]3[N:12]=[C:13]([NH:15][C:22](=[O:23])[C:21]4[CH:25]=[CH:26][C:18]([C:17]([F:16])([F:27])[F:28])=[CH:19][CH:20]=4)[N:14]=[C:10]3[CH:9]=[CH:8][CH:7]=2)=[CH:2]1. (3) Given the reactants [C:1]([NH:4][C@@H:5]1[C:11]2[CH:12]=[C:13]([C:16]([O-])=[O:17])[CH:14]=[CH:15][C:10]=2[C:9]2[C:19]([O:27][CH3:28])=[C:20]([O:25][CH3:26])[C:21]([O:23][CH3:24])=[CH:22][C:8]=2[CH2:7][CH2:6]1)(=[O:3])[CH3:2].[H-].[Al+3].[Li+].[H-].[H-].[H-].O, predict the reaction product. The product is: [OH:17][CH2:16][C:13]1[CH:14]=[CH:15][C:10]2[C:9]3[C:19]([O:27][CH3:28])=[C:20]([O:25][CH3:26])[C:21]([O:23][CH3:24])=[CH:22][C:8]=3[CH2:7][CH2:6][C@H:5]([NH:4][C:1](=[O:3])[CH3:2])[C:11]=2[CH:12]=1.[CH2:1]([NH:4][C@@H:5]1[C:11]2[CH:12]=[C:13]([CH2:16][OH:17])[CH:14]=[CH:15][C:10]=2[C:9]2[C:19]([O:27][CH3:28])=[C:20]([O:25][CH3:26])[C:21]([O:23][CH3:24])=[CH:22][C:8]=2[CH2:7][CH2:6]1)[CH3:2]. (4) Given the reactants [CH3:1][O:2][C:3](=[O:18])[CH:4]([NH:7][C:8]([O:10][CH2:11][C:12]1[CH:17]=[CH:16][CH:15]=[CH:14][CH:13]=1)=[O:9])OC.P(Cl)(Cl)Cl.[CH3:23][O:24][P:25]([O:28]C)[O:26][CH3:27], predict the reaction product. The product is: [CH2:11]([O:10][C:8]([NH:7][CH:4]([P:25]([O:26][CH3:27])([O:24][CH3:23])=[O:28])[C:3]([O:2][CH3:1])=[O:18])=[O:9])[C:12]1[CH:13]=[CH:14][CH:15]=[CH:16][CH:17]=1. (5) Given the reactants [CH3:1][C:2]1[CH:3]=[C:4]([N:8]2[N:12]=[N:11][C:10]([C:13](=[O:15])[CH3:14])=[N:9]2)[CH:5]=[CH:6][CH:7]=1.[BH4-].[Na+].C(O)(=O)C, predict the reaction product. The product is: [CH3:1][C:2]1[CH:3]=[C:4]([N:8]2[N:12]=[N:11][C:10]([CH:13]([OH:15])[CH3:14])=[N:9]2)[CH:5]=[CH:6][CH:7]=1. (6) The product is: [I:1][C:2]1[CH:3]=[CH:4][C:5]([C:6](=[O:7])[CH2:20][C:19]2[CH:23]=[CH:24][C:16]([O:15][CH3:14])=[CH:17][CH:18]=2)=[CH:12][CH:13]=1. Given the reactants [I:1][C:2]1[CH:13]=[CH:12][C:5]([C:6](N(OC)C)=[O:7])=[CH:4][CH:3]=1.[CH3:14][O:15][C:16]1[CH:24]=[CH:23][C:19]([CH2:20][Mg]Cl)=[CH:18][CH:17]=1, predict the reaction product. (7) Given the reactants [NH2:1][C@@H:2]1[CH2:6][N:5]([C:7]2[CH:8]=[N:9][C:10]([Cl:14])=[C:11]([Cl:13])[CH:12]=2)[CH2:4][C@@H:3]1[CH2:15]O.S(Cl)(Cl)=O.O, predict the reaction product. The product is: [Cl:13][C:11]1[CH:12]=[C:7]([N:5]2[CH2:6][C@@H:2]3[C@@H:3]([CH2:15][NH:1]3)[CH2:4]2)[CH:8]=[N:9][C:10]=1[Cl:14].